The task is: Predict the reactants needed to synthesize the given product.. This data is from Full USPTO retrosynthesis dataset with 1.9M reactions from patents (1976-2016). Given the product [C:16]([O:15][C:13](=[O:14])[NH:7][C:6]1[N:5]([CH3:8])[N:4]=[C:3]([C:9]([CH3:12])([CH3:11])[CH3:10])[C:2]=1[Br:1])([CH3:19])([CH3:18])[CH3:17], predict the reactants needed to synthesize it. The reactants are: [Br:1][C:2]1[C:3]([C:9]([CH3:12])([CH3:11])[CH3:10])=[N:4][N:5]([CH3:8])[C:6]=1[NH2:7].[C:13](O[C:13]([O:15][C:16]([CH3:19])([CH3:18])[CH3:17])=[O:14])([O:15][C:16]([CH3:19])([CH3:18])[CH3:17])=[O:14].C(=O)([O-])[O-].[K+].[K+].